Dataset: Reaction yield outcomes from USPTO patents with 853,638 reactions. Task: Predict the reaction yield, written as a fraction of the theoretical maximum amount of product (1.0 means a 100% yield; for example, 0.34 means a 34% yield). (1) The reactants are [NH2:1][CH2:2][C:3]([N:5]1[CH2:9][C@H:8]([NH:10][C:11](=[O:18])[C:12]2[CH:17]=[CH:16][CH:15]=[CH:14][CH:13]=2)[CH2:7][C@H:6]1[C:19]([OH:21])=[O:20])=[O:4].C(N(CC)CC)C.[C:29](OC(=O)C)(=[O:31])[CH3:30]. The catalyst is CC(C)=O. The product is [C:29]([NH:1][CH2:2][C:3]([N:5]1[CH2:9][C@H:8]([NH:10][C:11](=[O:18])[C:12]2[CH:13]=[CH:14][CH:15]=[CH:16][CH:17]=2)[CH2:7][C@H:6]1[C:19]([OH:21])=[O:20])=[O:4])(=[O:31])[CH3:30]. The yield is 0.350. (2) The reactants are [Cl:1][C:2]1[CH:7]=[CH:6][C:5]([N:8]2[CH:13]=[CH:12][C:11](=[O:14])[C:10]([C:15](=O)[CH:16]=[CH:17][N:18](C)C)=[N:9]2)=[CH:4][CH:3]=1.[C:22]1([NH:28]N)[CH:27]=[CH:26][CH:25]=[CH:24][CH:23]=1. The catalyst is CO. The product is [Cl:1][C:2]1[CH:3]=[CH:4][C:5]([N:8]2[CH:13]=[CH:12][C:11](=[O:14])[C:10]([C:15]3[N:28]([C:22]4[CH:27]=[CH:26][CH:25]=[CH:24][CH:23]=4)[N:18]=[CH:17][CH:16]=3)=[N:9]2)=[CH:6][CH:7]=1. The yield is 0.0800. (3) The reactants are C([O:4][CH2:5][C@H:6]1[CH2:11][O:10][C@H:9]([CH2:12][O:13]C(=O)C)[CH2:8][O:7]1)(=O)C.O1CCOCC1.Cl. The catalyst is CO. The product is [OH:4][CH2:5][C@H:6]1[CH2:11][O:10][C@H:9]([CH2:12][OH:13])[CH2:8][O:7]1. The yield is 0.970.